Task: Binary Classification. Given a drug SMILES string, predict its activity (active/inactive) in a high-throughput screening assay against a specified biological target.. Dataset: Cav3 T-type calcium channel HTS with 100,875 compounds (1) The molecule is O=C(N1CCN(CC1)c1c(NC(=O)COc2c(C(C)C)ccc(c2)C)cccc1)CC. The result is 1 (active). (2) The molecule is s1c(c2n(\N=C\c3ccc(F)cc3)c(=S)[nH]n2)ccc1. The result is 0 (inactive). (3) The drug is S(=O)(=O)(N1CCN(CC1)c1ccc(NC(=O)c2cc(OCC)c(OCC)c(OCC)c2)cc1)C. The result is 0 (inactive). (4) The molecule is O(C(=O)c1c2c(n(c1C)C)ccc(OC(=O)c1occc1)c2)CC. The result is 0 (inactive). (5) The molecule is O=C(Nc1nn(nn1)C)C(C)C. The result is 0 (inactive).